From a dataset of Forward reaction prediction with 1.9M reactions from USPTO patents (1976-2016). Predict the product of the given reaction. (1) Given the reactants Br[C:2]1[CH:20]=[CH:19][C:5]([O:6][CH2:7][CH:8]2[CH2:13][CH2:12][N:11]([CH2:14][C:15]([F:18])([CH3:17])[CH3:16])[CH2:10][CH2:9]2)=[CH:4][C:3]=1[F:21].[CH3:22][O:23][C:24]([C:26]1[CH:31]=[CH:30][C:29](B(O)O)=[CH:28][CH:27]=1)=[O:25].C([O-])([O-])=O.[Cs+].[Cs+], predict the reaction product. The product is: [F:21][C:3]1[CH:4]=[C:5]([O:6][CH2:7][CH:8]2[CH2:13][CH2:12][N:11]([CH2:14][C:15]([F:18])([CH3:17])[CH3:16])[CH2:10][CH2:9]2)[CH:19]=[CH:20][C:2]=1[C:29]1[CH:30]=[CH:31][C:26]([C:24]([O:23][CH3:22])=[O:25])=[CH:27][CH:28]=1. (2) Given the reactants BrC1C=C(S(NC2C(O)=CC(Cl)=CN=2)(=O)=O)C=NC=1.[Cl:20][C:21]1[CH:22]=[C:23]([NH:29][S:30]([C:33]2[CH:38]=[CH:37][CH:36]=[C:35]([O:39][C:40]([F:43])([F:42])[F:41])[CH:34]=2)(=[O:32])=[O:31])[C:24]([O:27]C)=[N:25][CH:26]=1.BrC1C=C(S(NC2C(OC)=CC(Cl)=CN=2)(=O)=O)C=NC=1, predict the reaction product. The product is: [Cl:20][C:21]1[CH:22]=[C:23]([NH:29][S:30]([C:33]2[CH:38]=[CH:37][CH:36]=[C:35]([O:39][C:40]([F:42])([F:41])[F:43])[CH:34]=2)(=[O:32])=[O:31])[C:24]([OH:27])=[N:25][CH:26]=1. (3) Given the reactants [Cl:1][C:2]1[CH:28]=[C:27]([Cl:29])[CH:26]=[CH:25][C:3]=1[CH2:4][O:5][C@@H:6]1[C@@H:12]([CH2:13][O:14][CH2:15][C:16]2[CH:21]=[CH:20][C:19]([Cl:22])=[CH:18][C:17]=2[Cl:23])[O:11][C@H:8](OC)[C@@H:7]1[OH:24].Br.[CH3:31][C:32](O)=O.[Na].[NH2:36][C:37]1[N:45]=[C:44]2[C:40]([N:41]=[CH:42][NH:43]2)=[C:39]([Cl:46])[N:38]=1.[H-].[Na+], predict the reaction product. The product is: [NH2:36][C:37]1[N:45]=[C:44]2[C:40]([N:41]=[CH:42][N:43]2[C@@H:8]2[O:11][C@H:12]([CH2:13][O:14][CH2:15][C:16]3[CH:21]=[CH:20][C:19]([Cl:22])=[CH:18][C:17]=3[Cl:23])[C@@H:6]([O:5][CH2:4][C:3]3[CH:25]=[CH:26][C:27]([Cl:29])=[CH:28][C:2]=3[Cl:1])[C@@:7]2([CH:31]=[CH2:32])[OH:24])=[C:39]([Cl:46])[N:38]=1. (4) The product is: [Cl:55][C:56]1[CH:61]=[CH:60][C:59]([CH:62]([O:69][CH3:70])[CH:6]2[CH2:7][CH2:8][N:9]([S:12]([C:15]3[C:19]([CH3:20])=[N:18][NH:17][C:16]=3[CH3:22])(=[O:13])=[O:14])[CH2:10][CH2:11]2)=[CH:58][CH:57]=1. Given the reactants ClC1C=C(C=CC=1Cl)O[CH:6]1[CH2:11][CH2:10][N:9]([S:12]([C:15]2[C:16]([CH3:22])=[N:17][N:18](C)[C:19]=2[CH3:20])(=[O:14])=[O:13])[CH2:8][CH2:7]1.ClC1C=C(C=CC=1Cl)NCC1CCN(S(C2C(C)=NN(C)C=2C)(=O)=O)CC1.Cl.[Cl:55][C:56]1[CH:61]=[CH:60][C:59]([CH:62]([O:69][CH3:70])C2CCNCC2)=[CH:58][CH:57]=1, predict the reaction product. (5) The product is: [N:25]1([CH2:31][CH2:32][NH:33][C:22]([C:3]2[C:4]3[CH:10]=[CH:9][C:8]([O:11][C:12]4[CH:17]=[CH:16][N:15]=[C:14]5[CH:18]=[C:19]([CH3:21])[S:20][C:13]=45)=[CH:7][C:5]=3[S:6][C:2]=2[CH3:1])=[O:23])[CH2:30][CH2:29][O:28][CH2:27][CH2:26]1. Given the reactants [CH3:1][C:2]1[S:6][C:5]2[CH:7]=[C:8]([O:11][C:12]3[CH:17]=[CH:16][N:15]=[C:14]4[CH:18]=[C:19]([CH3:21])[S:20][C:13]=34)[CH:9]=[CH:10][C:4]=2[C:3]=1[C:22](Cl)=[O:23].[N:25]1([CH2:31][CH2:32][NH2:33])[CH2:30][CH2:29][O:28][CH2:27][CH2:26]1, predict the reaction product. (6) Given the reactants F[C:2]1[CH:19]=[CH:18][C:5]([O:6][CH2:7][C:8]2[CH:17]=[CH:16][C:15]3[C:10](=[CH:11][CH:12]=[CH:13][CH:14]=3)[N:9]=2)=[CH:4][C:3]=1[N+:20]([O-:22])=[O:21].[F:23][C:24]([F:34])([F:33])[C:25]1[CH:32]=[CH:31][C:28]([CH2:29][NH2:30])=[CH:27][CH:26]=1.CCN(C(C)C)C(C)C, predict the reaction product. The product is: [N+:20]([C:3]1[CH:4]=[C:5]([O:6][CH2:7][C:8]2[CH:17]=[CH:16][C:15]3[C:10](=[CH:11][CH:12]=[CH:13][CH:14]=3)[N:9]=2)[CH:18]=[CH:19][C:2]=1[NH:30][CH2:29][C:28]1[CH:27]=[CH:26][C:25]([C:24]([F:23])([F:33])[F:34])=[CH:32][CH:31]=1)([O-:22])=[O:21]. (7) Given the reactants [CH3:1][C:2]1([CH3:10])[C:6](=[O:7])[CH2:5][C:4]([CH3:9])([CH3:8])[O:3]1.C[O-].[Na+].[Cl:14][C:15]1[CH:20]=[C:19]([Cl:21])[CH:18]=[CH:17][C:16]=1[C:22]1[CH:27]=[CH:26][C:25]([CH:28]2[CH2:30][CH2:29]2)=[C:24]([CH:31]=O)[CH:23]=1, predict the reaction product. The product is: [Cl:14][C:15]1[CH:20]=[C:19]([Cl:21])[CH:18]=[CH:17][C:16]=1[C:22]1[CH:27]=[CH:26][C:25]([CH:28]2[CH2:30][CH2:29]2)=[C:24]([CH:31]=[C:5]2[C:4]([CH3:9])([CH3:8])[O:3][C:2]([CH3:10])([CH3:1])[C:6]2=[O:7])[CH:23]=1. (8) Given the reactants [ClH:1].C(OC([NH:9][C@H:10]1[CH2:15][CH2:14][CH2:13][C@H:12]([CH2:16][O:17][C:18](=[O:20])[CH3:19])[CH2:11]1)=O)(C)(C)C, predict the reaction product. The product is: [ClH:1].[NH2:9][C@H:10]1[CH2:15][CH2:14][CH2:13][C@H:12]([CH2:16][O:17][C:18](=[O:20])[CH3:19])[CH2:11]1. (9) Given the reactants [C:1]([C:3]1[CH:12]=[CH:11][C:6]([C:7](OC)=[O:8])=[CH:5][C:4]=1[N+:13]([O-:15])=[O:14])#[CH:2].CO.[NH3:18], predict the reaction product. The product is: [C:1]([C:3]1[CH:12]=[CH:11][C:6]([C:7]([NH2:18])=[O:8])=[CH:5][C:4]=1[N+:13]([O-:15])=[O:14])#[CH:2].